This data is from Forward reaction prediction with 1.9M reactions from USPTO patents (1976-2016). The task is: Predict the product of the given reaction. (1) The product is: [F:20][C:17]1[CH:18]=[CH:19][C:14]([C:12]([C:4]2[N:3]=[C:2]([NH:21][C:22]3[CH:26]=[C:25]([CH3:27])[N:24]([C:28]([O:30][C:31]([CH3:34])([CH3:33])[CH3:32])=[O:29])[N:23]=3)[C:11]3[C:6]([CH:5]=2)=[CH:7][CH:8]=[CH:9][CH:10]=3)=[O:13])=[CH:15][CH:16]=1. Given the reactants Cl[C:2]1[C:11]2[C:6](=[CH:7][CH:8]=[CH:9][CH:10]=2)[CH:5]=[C:4]([C:12]([C:14]2[CH:19]=[CH:18][C:17]([F:20])=[CH:16][CH:15]=2)=[O:13])[N:3]=1.[NH2:21][C:22]1[CH:26]=[C:25]([CH3:27])[N:24]([C:28]([O:30][C:31]([CH3:34])([CH3:33])[CH3:32])=[O:29])[N:23]=1.C1(P(C2C=CC=CC=2)C2C3OC4C(=CC=CC=4P(C4C=CC=CC=4)C4C=CC=CC=4)C(C)(C)C=3C=CC=2)C=CC=CC=1.C(=O)([O-])[O-].[Cs+].[Cs+], predict the reaction product. (2) Given the reactants C(N(CC)C(C)C)(C)C.CN[C@@H](C)[C@@H](C1C=CC=CC=1)O.[F:22][C:23]([F:40])([F:39])[C:24]1[CH:25]=[C:26](/[CH:30]=[N:31]/[C:32](=[O:38])[O:33][C:34]([CH3:37])([CH3:36])[CH3:35])[CH:27]=[CH:28][CH:29]=1.CCCCC.[N+:46]([CH3:49])([O-:48])=[O:47], predict the reaction product. The product is: [N+:46]([CH2:49][CH:30]([NH:31][C:32](=[O:38])[O:33][C:34]([CH3:37])([CH3:35])[CH3:36])[C:26]1[CH:27]=[CH:28][CH:29]=[C:24]([C:23]([F:39])([F:40])[F:22])[CH:25]=1)([O-:48])=[O:47]. (3) Given the reactants [NH2:1][C:2]1[CH:7]=[CH:6][C:5]([C:8]([N:10]2[CH2:15][CH2:14][N:13]([C:16]3[CH:21]=[CH:20][CH:19]=[CH:18][CH:17]=3)[CH2:12][CH2:11]2)=[O:9])=[CH:4][CH:3]=1.Cl[C:23]1[CH:24]=[C:25]([CH:28]=[CH:29][CH:30]=1)[CH:26]=O.C(O[BH-](OC(=O)C)OC(=O)C)(=O)C.[Na+].C(O)(=O)C.[Cl:49]CCCl, predict the reaction product. The product is: [Cl:49][C:30]1[CH:29]=[CH:28][C:25]([CH2:26][NH:1][C:2]2[CH:3]=[CH:4][C:5]([C:8]([N:10]3[CH2:15][CH2:14][N:13]([C:16]4[CH:17]=[CH:18][CH:19]=[CH:20][CH:21]=4)[CH2:12][CH2:11]3)=[O:9])=[CH:6][CH:7]=2)=[CH:24][CH:23]=1. (4) Given the reactants [Cl:1][C:2]1[C:3]([F:19])=[C:4]([C:8]2[O:12][N:11]=[C:10]([C:13]([O:15]CC)=[O:14])[C:9]=2[CH3:18])[CH:5]=[CH:6][CH:7]=1.Cl.NO, predict the reaction product. The product is: [Cl:1][C:2]1[C:3]([F:19])=[C:4]([C:8]2[O:12][N:11]=[C:10]([C:13]([OH:15])=[O:14])[C:9]=2[CH3:18])[CH:5]=[CH:6][CH:7]=1. (5) Given the reactants [I:1][C:2]1[CH:3]=[CH:4][C:5]2[N:6]([CH:8]=[C:9]([C:11]3[CH:16]=[CH:15][C:14]([NH2:17])=[CH:13][CH:12]=3)[N:10]=2)[CH:7]=1.[N:18]([O-])=O.[Na+].O.O.[Sn](Cl)(Cl)(Cl)Cl.N, predict the reaction product. The product is: [I:1][C:2]1[CH:3]=[CH:4][C:5]2[N:6]([CH:8]=[C:9]([C:11]3[CH:16]=[CH:15][C:14]([NH:17][NH2:18])=[CH:13][CH:12]=3)[N:10]=2)[CH:7]=1.